From a dataset of NCI-60 drug combinations with 297,098 pairs across 59 cell lines. Regression. Given two drug SMILES strings and cell line genomic features, predict the synergy score measuring deviation from expected non-interaction effect. Drug 1: C1CC(=O)NC(=O)C1N2CC3=C(C2=O)C=CC=C3N. Drug 2: CN(C)C1=NC(=NC(=N1)N(C)C)N(C)C. Cell line: MOLT-4. Synergy scores: CSS=-1.91, Synergy_ZIP=4.60, Synergy_Bliss=4.75, Synergy_Loewe=-1.05, Synergy_HSA=-0.697.